This data is from Full USPTO retrosynthesis dataset with 1.9M reactions from patents (1976-2016). The task is: Predict the reactants needed to synthesize the given product. (1) Given the product [S:14]1[C:10]2[C:8]3[CH:9]=[C:4]4[S:2][C:25]5[CH:26]=[CH:50][S:51][C:24]=5[C:5]4=[CH:6][C:7]=3[S:21][C:11]=2[CH:12]=[CH:13]1, predict the reactants needed to synthesize it. The reactants are: C[S:2]([C:4]1[CH:9]=[C:8]([C:10]2[S:14][C:13](CCCCCC)=[CH:12][CH:11]=2)[C:7]([S:21](C)=O)=[CH:6][C:5]=1[C:24]1SC(CCCCCC)=[CH:26][CH:25]=1)=O.O=P12OP3(OP(OP(O3)(O1)=O)(=O)O2)=O.F[C:50](F)(F)[S:51](O)(=O)=O. (2) Given the product [ClH:73].[NH2:75][CH2:76][C:77]1[C:78]([O:88][CH3:89])=[CH:79][C:80]([C:85]([NH2:87])=[NH:86])=[CH:81][C:82]=1[O:83][CH3:84], predict the reactants needed to synthesize it. The reactants are: C(NC1C(=O)N(CC(O)=O)C(C2C=C([N+]([O-])=O)C=C(C(N[C@@H](C)CC)=O)C=2)=CN=1)(C)C.C(N(C(C)C)CC)(C)C.CN(C(ON1N=NC2C=CC=CC1=2)=[N+](C)C)C.F[P-](F)(F)(F)(F)F.C(N)C1C=CC=CC=1.[ClH:73].Cl.[NH2:75][CH2:76][C:77]1[C:82]([O:83][CH3:84])=[CH:81][C:80]([C:85](=[NH:87])[NH2:86])=[CH:79][C:78]=1[O:88][CH3:89]. (3) The reactants are: [Br:1][C:2]1[CH:3]=[C:4]2[C:9](=[CH:10][CH:11]=1)[C:8](=[O:12])[CH2:7][CH2:6][CH2:5]2.C(N(CC)CC)C.FC(F)(F)S(O[Si:26]([CH:33]([CH3:35])[CH3:34])([CH:30]([CH3:32])[CH3:31])[CH:27]([CH3:29])[CH3:28])(=O)=O.ClC1C(=O)C(C#N)=C(C#N)C(=O)C=1Cl. Given the product [Br:1][C:2]1[CH:3]=[C:4]2[C:9](=[CH:10][CH:11]=1)[C:8]([O:12][Si:26]([CH:33]([CH3:35])[CH3:34])([CH:30]([CH3:32])[CH3:31])[CH:27]([CH3:29])[CH3:28])=[CH:7][CH:6]=[CH:5]2, predict the reactants needed to synthesize it. (4) Given the product [Br:1][C:2]1[CH:14]=[CH:13][C:12]2[C:11]3[C:6](=[CH:7][CH:8]=[CH:9][CH:10]=3)[N:5]([C:16]3[CH:21]=[CH:20][CH:19]=[CH:18][N:17]=3)[C:4]=2[CH:3]=1, predict the reactants needed to synthesize it. The reactants are: [Br:1][C:2]1[CH:14]=[CH:13][C:12]2[C:11]3[C:6](=[CH:7][CH:8]=[CH:9][CH:10]=3)[NH:5][C:4]=2[CH:3]=1.Br[C:16]1[CH:21]=[CH:20][CH:19]=[CH:18][N:17]=1.N1CCC[C@H]1C(O)=O.C([O-])([O-])=O.[K+].[K+].